From a dataset of Full USPTO retrosynthesis dataset with 1.9M reactions from patents (1976-2016). Predict the reactants needed to synthesize the given product. (1) Given the product [F:14][C:9]1[C:10]([O:12][CH3:13])=[N:11][CH:2]=[C:3]([CH:8]=1)[C:4]([O:6][CH3:7])=[O:5], predict the reactants needed to synthesize it. The reactants are: Cl[C:2]1[N:11]=[C:10]([O:12][CH3:13])[C:9]([F:14])=[CH:8][C:3]=1[C:4]([O:6][CH3:7])=[O:5].C(N(CC)CC)C.C(O)=O.Cl. (2) Given the product [Br:14][C:8]1[CH:7]=[C:6]([N+:9]([O-:11])=[O:10])[C:5]([O:12][CH3:13])=[CH:4][C:3]=1[O:2][CH3:1], predict the reactants needed to synthesize it. The reactants are: [CH3:1][O:2][C:3]1[CH:8]=[CH:7][C:6]([N+:9]([O-:11])=[O:10])=[C:5]([O:12][CH3:13])[CH:4]=1.[Br:14]Br. (3) Given the product [CH3:28][O:27][C:24]1[CH:25]=[C:26]2[C:21](=[CH:22][C:23]=1[O:29][CH3:30])[N:20]=[CH:19][N:18]=[C:17]2[N:11]1[CH2:10][CH2:9][C:8]2[C:13](=[CH:14][CH:15]=[C:6]([O:5][CH2:4][CH2:3][O:2][CH3:1])[CH:7]=2)[CH2:12]1, predict the reactants needed to synthesize it. The reactants are: [CH3:1][O:2][CH2:3][CH2:4][O:5][C:6]1[CH:7]=[C:8]2[C:13](=[CH:14][CH:15]=1)[CH2:12][NH:11][CH2:10][CH2:9]2.Cl[C:17]1[C:26]2[C:21](=[CH:22][C:23]([O:29][CH3:30])=[C:24]([O:27][CH3:28])[CH:25]=2)[N:20]=[CH:19][N:18]=1.C(=O)([O-])[O-].[K+].[K+].